Dataset: Forward reaction prediction with 1.9M reactions from USPTO patents (1976-2016). Task: Predict the product of the given reaction. (1) Given the reactants [NH2:1][C@@H:2]1[CH2:7][CH2:6][CH2:5][CH2:4][C@H:3]1[CH2:8][C:9]1[CH:14]=[CH:13][C:12]([N:15]2[S:19](=[O:21])(=[O:20])[N:18](CC[Si](C)(C)C)[C:17](=[O:28])[CH2:16]2)=[C:11]([O:29]CC2C=CC=CC=2)[CH:10]=1.[CH2:37]([S:39](Cl)(=[O:41])=[O:40])[CH3:38], predict the reaction product. The product is: [OH:29][C:11]1[CH:10]=[C:9]([CH:14]=[CH:13][C:12]=1[N:15]1[CH2:16][C:17](=[O:28])[NH:18][S:19]1(=[O:21])=[O:20])[CH2:8][C@@H:3]1[CH2:4][CH2:5][CH2:6][CH2:7][C@H:2]1[NH:1][S:39]([CH2:37][CH3:38])(=[O:41])=[O:40]. (2) Given the reactants [Cl:1][C:2]1[CH:3]=[N:4][C:5]([N:8]2[CH2:13][CH2:12][CH:11]([NH:14][CH:15]3[CH2:17][CH2:16]3)[CH2:10][CH2:9]2)=[N:6][CH:7]=1.[N:18]1([C:23]2[CH:31]=[CH:30][C:26]([C:27](O)=[O:28])=[CH:25][CH:24]=2)[CH:22]=[N:21][N:20]=[N:19]1, predict the reaction product. The product is: [Cl:1][C:2]1[CH:3]=[N:4][C:5]([N:8]2[CH2:13][CH2:12][CH:11]([N:14]([CH:15]3[CH2:17][CH2:16]3)[C:27](=[O:28])[C:26]3[CH:30]=[CH:31][C:23]([N:18]4[CH:22]=[N:21][N:20]=[N:19]4)=[CH:24][CH:25]=3)[CH2:10][CH2:9]2)=[N:6][CH:7]=1. (3) Given the reactants [O:1]=[C:2]1[C:10]2[C:5](=[CH:6][CH:7]=[CH:8][CH:9]=2)[C:4](=[O:11])[N:3]1[CH:12]1[CH2:17][CH2:16][CH2:15][N:14]([C:18]2[CH:19]=[C:20]3[N:36]([CH3:37])[CH:35]=[CH:34][C:21]3=[N:22][C:23]=2[C@@H:24]([NH:26]C(=O)OC(C)(C)C)[CH3:25])[CH2:13]1, predict the reaction product. The product is: [NH2:26][C@H:24]([C:23]1[N:22]=[C:21]2[CH:34]=[CH:35][N:36]([CH3:37])[C:20]2=[CH:19][C:18]=1[N:14]1[CH2:15][CH2:16][CH2:17][C@H:12]([N:3]2[C:4](=[O:11])[C:5]3[C:10](=[CH:9][CH:8]=[CH:7][CH:6]=3)[C:2]2=[O:1])[CH2:13]1)[CH3:25]. (4) Given the reactants [CH:1]1([CH2:6][CH:7]([C:11]2[CH:16]=[CH:15][C:14]([N+:17]([O-:19])=[O:18])=[CH:13][CH:12]=2)[C:8]([OH:10])=O)[CH2:5][CH2:4][CH2:3][CH2:2]1.C(Cl)(=O)C(Cl)=O.[NH2:26][C:27]1[S:28][CH:29]=[CH:30][N:31]=1.C(N(CC)C(C)C)(C)C, predict the reaction product. The product is: [CH:1]1([CH2:6][CH:7]([C:11]2[CH:16]=[CH:15][C:14]([N+:17]([O-:19])=[O:18])=[CH:13][CH:12]=2)[C:8]([NH:26][C:27]2[S:28][CH:29]=[CH:30][N:31]=2)=[O:10])[CH2:2][CH2:3][CH2:4][CH2:5]1. (5) Given the reactants [F:1][C:2]([F:25])([F:24])[C:3]1[CH:8]=[CH:7][C:6]([S:9][CH:10]2[CH2:15][CH2:14][CH:13]([NH:16]C(=O)OC(C)(C)C)[CH2:12][CH2:11]2)=[CH:5][CH:4]=1.Cl, predict the reaction product. The product is: [F:25][C:2]([F:1])([F:24])[C:3]1[CH:4]=[CH:5][C:6]([S:9][CH:10]2[CH2:11][CH2:12][CH:13]([NH2:16])[CH2:14][CH2:15]2)=[CH:7][CH:8]=1. (6) The product is: [CH2:26]([O:22][CH:18]1[CH2:19][CH2:20][CH2:21][N:15]([S:12]([C:3]2[CH:4]=[C:5]([CH:10]=[CH:11][C:2]=2[Br:1])[C:6]([O:8][CH3:9])=[O:7])(=[O:14])=[O:13])[CH2:16][CH2:17]1)[C:27]1[CH:32]=[CH:31][CH:30]=[CH:29][CH:28]=1. Given the reactants [Br:1][C:2]1[CH:11]=[CH:10][C:5]([C:6]([O:8][CH3:9])=[O:7])=[CH:4][C:3]=1[S:12]([N:15]1[CH2:21][CH2:20][CH2:19][CH:18]([OH:22])[CH2:17][CH2:16]1)(=[O:14])=[O:13].[H-].[Na+].Br[CH2:26][C:27]1[CH:32]=[CH:31][CH:30]=[CH:29][CH:28]=1.[NH4+].[Cl-], predict the reaction product.